This data is from Peptide-MHC class II binding affinity with 134,281 pairs from IEDB. The task is: Regression. Given a peptide amino acid sequence and an MHC pseudo amino acid sequence, predict their binding affinity value. This is MHC class II binding data. The peptide sequence is IDLNVLLSAAINFFL. The MHC is DRB1_1501 with pseudo-sequence DRB1_1501. The binding affinity (normalized) is 0.228.